This data is from Full USPTO retrosynthesis dataset with 1.9M reactions from patents (1976-2016). The task is: Predict the reactants needed to synthesize the given product. (1) Given the product [CH3:1][O:2][CH2:3][CH2:4][N:5]([CH2:6][CH2:7][O:8][CH3:9])[C:16](=[O:21])[O:17][CH:18]([Cl:20])[CH3:19], predict the reactants needed to synthesize it. The reactants are: [CH3:1][O:2][CH2:3][CH2:4][NH:5][CH2:6][CH2:7][O:8][CH3:9].N1C=CC=CC=1.[C:16](Cl)(=[O:21])[O:17][CH:18]([Cl:20])[CH3:19]. (2) Given the product [C:47]1([C@H:46]([OH:53])[C:27]#[C:25][C:19]2[CH:20]=[CH:21][CH:22]=[CH:23][CH:24]=2)[CH:52]=[CH:51][CH:50]=[CH:49][CH:48]=1, predict the reactants needed to synthesize it. The reactants are: [CH3:27][C:25]1(C)[C@@H:22]2[CH2:23][CH2:24][C@@:19]1(CSSC[C:19]13[C:25]([CH3:27])(C)[CH:22]([CH2:23][CH2:24]1)[CH2:21][CH:20]3N1CCOCC1)[C@H:20](N1CCOCC1)[CH2:21]2.C[Zn]C.C1(C#C)C=CC=CC=1.[CH:46](=[O:53])[C:47]1[CH:52]=[CH:51][CH:50]=[CH:49][CH:48]=1.